Dataset: Full USPTO retrosynthesis dataset with 1.9M reactions from patents (1976-2016). Task: Predict the reactants needed to synthesize the given product. (1) Given the product [Br:1][C:2]1[CH:3]=[C:4]([N+:13]([O-:15])=[O:14])[C:5]([OH:8])=[C:6]([CH2:7]/[CH:2]=[CH:3]/[CH3:4])[CH:7]=1, predict the reactants needed to synthesize it. The reactants are: [Br:1][C:2]1[CH:7]=[CH:6][C:5]([O:8]C(C=C)C)=[C:4]([N+:13]([O-:15])=[O:14])[CH:3]=1. (2) Given the product [I:7][C:19]1[CH:20]=[C:15]([Br:14])[CH:16]=[CH:17][C:18]=1[CH3:21], predict the reactants needed to synthesize it. The reactants are: I([O-])(=O)(=O)=O.[Na+].[I:7]I.S(=O)(=O)(O)O.[Br:14][C:15]1[CH:20]=[CH:19][C:18]([CH3:21])=[CH:17][CH:16]=1. (3) Given the product [CH3:31][C:2]1[C:3]([O:17][CH2:18][C:19]2[C:20]([C:25]3[CH:26]=[CH:27][CH:28]=[CH:29][CH:30]=3)=[N:21][O:22][C:23]=2[CH3:24])=[N:4][CH:5]=[C:6]([CH:16]=1)[C:7]([NH:9][CH:10]1[CH2:15][CH2:14][O:13][CH2:12][CH2:11]1)=[O:8], predict the reactants needed to synthesize it. The reactants are: Br[C:2]1[C:3]([O:17][CH2:18][C:19]2[C:20]([C:25]3[CH:30]=[CH:29][CH:28]=[CH:27][CH:26]=3)=[N:21][O:22][C:23]=2[CH3:24])=[N:4][CH:5]=[C:6]([CH:16]=1)[C:7]([NH:9][CH:10]1[CH2:15][CH2:14][O:13][CH2:12][CH2:11]1)=[O:8].[CH3:31]B1OB(C)OB(C)O1.C(=O)([O-])[O-].[Na+].[Na+]. (4) Given the product [F:37][C:38]1[CH:43]=[CH:42][C:41]([S:44]([NH:1][C:2]2[CH:7]=[CH:6][CH:5]=[C:4]([N:8]([CH2:16][C:17]3[CH:22]=[CH:21][CH:20]=[C:19]([O:23][C:24]([F:28])([F:29])[CH:25]([F:26])[F:27])[CH:18]=3)[CH2:9][CH:10]([OH:15])[C:11]([F:14])([F:13])[F:12])[CH:3]=2)(=[O:46])=[O:45])=[CH:40][CH:39]=1, predict the reactants needed to synthesize it. The reactants are: [NH2:1][C:2]1[CH:3]=[C:4]([N:8]([CH2:16][C:17]2[CH:22]=[CH:21][CH:20]=[C:19]([O:23][C:24]([F:29])([F:28])[CH:25]([F:27])[F:26])[CH:18]=2)[CH2:9][CH:10]([OH:15])[C:11]([F:14])([F:13])[F:12])[CH:5]=[CH:6][CH:7]=1.C(N(CC)CC)C.[F:37][C:38]1[CH:43]=[CH:42][C:41]([S:44](Cl)(=[O:46])=[O:45])=[CH:40][CH:39]=1. (5) Given the product [F:34][C:31]1[CH:32]=[CH:33][C:28]([C:2]2[CH:3]=[CH:4][C:5]([C@@H:8]([N:10]3[CH2:15][CH2:14][C@:13]([CH2:22][CH2:23][CH2:24][OH:25])([C:16]4[CH:17]=[CH:18][CH:19]=[CH:20][CH:21]=4)[O:12][C:11]3=[O:26])[CH3:9])=[CH:6][CH:7]=2)=[N:29][CH:30]=1, predict the reactants needed to synthesize it. The reactants are: Br[C:2]1[CH:7]=[CH:6][C:5]([C@@H:8]([N:10]2[CH2:15][CH2:14][C@:13]([CH2:22][CH2:23][CH2:24][OH:25])([C:16]3[CH:21]=[CH:20][CH:19]=[CH:18][CH:17]=3)[O:12][C:11]2=[O:26])[CH3:9])=[CH:4][CH:3]=1.Br[C:28]1[CH:33]=[CH:32][C:31]([F:34])=[CH:30][N:29]=1. (6) Given the product [N:33]1[CH:38]=[CH:37][CH:36]=[C:35]([C:20]2[CH:21]=[CH:22][CH:23]=[CH:24][C:19]=2[C:16]2[CH:17]=[CH:18][C:13]([O:12][CH2:11][C:2]3[CH:3]=[CH:4][C:5]4[C:10](=[CH:9][CH:8]=[CH:7][CH:6]=4)[N:1]=3)=[CH:14][CH:15]=2)[CH:34]=1, predict the reactants needed to synthesize it. The reactants are: [N:1]1[C:10]2[C:5](=[CH:6][CH:7]=[CH:8][CH:9]=2)[CH:4]=[CH:3][C:2]=1[CH2:11][O:12][C:13]1[CH:18]=[CH:17][C:16]([C:19]2[CH:24]=[CH:23][CH:22]=[CH:21][C:20]=2OS(C(F)(F)F)(=O)=O)=[CH:15][CH:14]=1.[N:33]1[CH:38]=[CH:37][CH:36]=[C:35](B(O)O)[CH:34]=1.C(=O)([O-])[O-].[Cs+].[Cs+]. (7) Given the product [N+:1]([C:4]1[CH:9]=[C:8]([N+:10]([O-:12])=[O:11])[CH:7]=[CH:6][C:5]=1/[N:13]=[N:14]/[C:15]1[C:21]([O:22][CH2:23][CH:24]([CH2:29][CH3:30])[CH2:25][CH2:26][CH2:27][CH3:28])=[CH:20][C:18](/[N:19]=[N:85]/[C:68]2[CH:69]=[CH:70][C:65]([N:64]([CH2:52][CH2:53][CH2:54][CH2:55][CH2:56][CH2:57][CH2:58][CH2:59][CH2:60][CH2:61][CH2:62][CH3:63])[CH2:72][CH2:73][CH2:74][CH2:75][CH2:76][CH2:77][CH2:78][CH2:79][CH2:80][CH2:81][CH2:82][CH3:83])=[CH:66][C:67]=2[CH3:71])=[C:17]([O:31][CH2:32][CH:33]([CH2:38][CH3:39])[CH2:34][CH2:35][CH2:36][CH3:37])[CH:16]=1)([O-:3])=[O:2], predict the reactants needed to synthesize it. The reactants are: [N+:1]([C:4]1[CH:9]=[C:8]([N+:10]([O-:12])=[O:11])[CH:7]=[CH:6][C:5]=1[N:13]=[N:14][C:15]1[C:21]([O:22][CH2:23][CH:24]([CH2:29][CH3:30])[CH2:25][CH2:26][CH2:27][CH3:28])=[CH:20][C:18]([NH2:19])=[C:17]([O:31][CH2:32][CH:33]([CH2:38][CH3:39])[CH2:34][CH2:35][CH2:36][CH3:37])[CH:16]=1)([O-:3])=[O:2].N(OS(=O)(=O)O)=O.S(=O)(=O)(O)O.[CH2:52]([N:64]([CH2:72][CH2:73][CH2:74][CH2:75][CH2:76][CH2:77][CH2:78][CH2:79][CH2:80][CH2:81][CH2:82][CH3:83])[C:65]1[CH:70]=[CH:69][CH:68]=[C:67]([CH3:71])[CH:66]=1)[CH2:53][CH2:54][CH2:55][CH2:56][CH2:57][CH2:58][CH2:59][CH2:60][CH2:61][CH2:62][CH3:63].S(=O)(=O)(O)[NH2:85]. (8) Given the product [C:38]([CH2:17][C:16]([NH:15][C:11]1[CH:10]=[C:9]([O:8][C:6]2[C:5]([F:21])=[CH:4][C:3]([NH:22][C:23]([C:25]3([C:28]([NH:30][C:31]4[CH:36]=[CH:35][C:34]([F:37])=[CH:33][CH:32]=4)=[O:29])[CH2:27][CH2:26]3)=[O:24])=[C:2]([F:1])[CH:7]=2)[CH:14]=[CH:13][N:12]=1)=[O:20])#[N:39], predict the reactants needed to synthesize it. The reactants are: [F:1][C:2]1[CH:7]=[C:6]([O:8][C:9]2[CH:14]=[CH:13][N:12]=[C:11]([NH:15][C:16](=[O:20])[CH2:17]OC)[CH:10]=2)[C:5]([F:21])=[CH:4][C:3]=1[NH:22][C:23]([C:25]1([C:28]([NH:30][C:31]2[CH:36]=[CH:35][C:34]([F:37])=[CH:33][CH:32]=2)=[O:29])[CH2:27][CH2:26]1)=[O:24].[C:38](CC(O)=O)#[N:39].CN(C(ON1N=NC2C=CC=NC1=2)=[N+](C)C)C.F[P-](F)(F)(F)(F)F.CCN(C(C)C)C(C)C. (9) Given the product [O:6]=[CH:5][C@@H:1]([C@H:2]([C@@H:4]([C@@H:15]([CH2:16][OH:17])[OH:14])[OH:10])[OH:3])[OH:7], predict the reactants needed to synthesize it. The reactants are: [CH3:1][C:2]([CH3:4])=[O:3].[CH3:5][OH:6].[OH-:7].[Na+].S(=O)(=O)(O)[OH:10].[OH:14][CH2:15][CH:16](CO)[OH:17]. (10) Given the product [F:1][C:2]1[CH:3]=[CH:4][C:5]([O:6][CH2:7][C:8](=[O:12])[CH2:9][O:10][CH3:11])=[CH:13][CH:14]=1, predict the reactants needed to synthesize it. The reactants are: [F:1][C:2]1[CH:14]=[CH:13][C:5]([O:6][CH2:7][CH:8]([OH:12])[CH2:9][O:10][CH3:11])=[CH:4][CH:3]=1.[Cr](Cl)([O-])(=O)=O.[NH+]1C=CC=CC=1.N1C=CC=CC=1.